This data is from Catalyst prediction with 721,799 reactions and 888 catalyst types from USPTO. The task is: Predict which catalyst facilitates the given reaction. (1) Reactant: [Br:1][C:2]12[CH2:12][C:6]3([C:13](O)=[O:14])[CH2:7][C:8]([CH3:11])([CH2:10][C:4]([CH3:16])([CH2:5]3)[CH2:3]1)[CH2:9]2.O1CCCC1.B. Product: [Br:1][C:2]12[CH2:12][C:6]3([CH2:13][OH:14])[CH2:5][C:4]([CH3:16])([CH2:10][C:8]([CH3:11])([CH2:7]3)[CH2:9]1)[CH2:3]2. The catalyst class is: 7. (2) The catalyst class is: 1. Reactant: C[O:2][C:3](=O)[CH2:4][CH2:5][CH2:6][O:7][C:8]1[CH:13]=[CH:12][C:11]([C:14]([N:16]2[C:25]3[C:20](=[CH:21][CH:22]=[CH:23][CH:24]=3)[C@H:19]([N:26]([C:34](=[O:36])[CH3:35])[C:27]3[CH:32]=[CH:31][C:30]([Cl:33])=[CH:29][CH:28]=3)[CH2:18][C@@H:17]2[CH3:37])=[O:15])=[CH:10][CH:9]=1.[C:39](=[N:42]O)([NH2:41])[CH3:40].[H-].[Na+]. Product: [Cl:33][C:30]1[CH:29]=[CH:28][C:27]([N:26]([C@H:19]2[C:20]3[C:25](=[CH:24][CH:23]=[CH:22][CH:21]=3)[N:16]([C:14](=[O:15])[C:11]3[CH:10]=[CH:9][C:8]([O:7][CH2:6][CH2:5][CH2:4][C:3]4[O:2][N:42]=[C:39]([CH3:40])[N:41]=4)=[CH:13][CH:12]=3)[C@@H:17]([CH3:37])[CH2:18]2)[C:34](=[O:36])[CH3:35])=[CH:32][CH:31]=1. (3) Reactant: Br[C:2]1[CH:8]=[CH:7][C:5]([NH2:6])=[C:4]([F:9])[CH:3]=1.[NH:10]1[CH:15]=[CH:14][CH:13]=[CH:12][C:11]1=[O:16].C(=O)([O-])[O-].[K+].[K+]. Product: [NH2:6][C:5]1[CH:7]=[CH:8][C:2]([N:10]2[CH:15]=[CH:14][CH:13]=[CH:12][C:11]2=[O:16])=[CH:3][C:4]=1[F:9]. The catalyst class is: 590. (4) Reactant: Cl.[C:2]([C:4]1([C:10]2[CH:15]=[CH:14][CH:13]=[CH:12][CH:11]=2)[CH2:9][CH2:8][NH:7][CH2:6][CH2:5]1)#[N:3].C1CCN2C(=NCCC2)CC1.[NH:27]1[C:35]2[C:30](=[CH:31][CH:32]=[CH:33][CH:34]=2)[C:29]([NH:36][C:37](=O)[O:38]CC)=[N:28]1. Product: [NH:27]1[C:35]2[C:30](=[CH:31][CH:32]=[CH:33][CH:34]=2)[C:29]([NH:36][C:37]([N:7]2[CH2:6][CH2:5][C:4]([C:2]#[N:3])([C:10]3[CH:15]=[CH:14][CH:13]=[CH:12][CH:11]=3)[CH2:9][CH2:8]2)=[O:38])=[N:28]1. The catalyst class is: 16.